From a dataset of Catalyst prediction with 721,799 reactions and 888 catalyst types from USPTO. Predict which catalyst facilitates the given reaction. (1) Reactant: C([O:8][C:9]1[CH:14]=[CH:13][N:12]=[C:11]([O:15][C@@H:16]2[CH2:21][CH2:20][C@@H:19]([CH3:22])[N:18]([C:23]([C:25]3[CH:30]=[CH:29][CH:28]=[CH:27][C:26]=3[N:31]3[N:35]=[CH:34][CH:33]=[N:32]3)=[O:24])[CH2:17]2)[CH:10]=1)C1C=CC=CC=1. Product: [CH3:22][C@H:19]1[N:18]([C:23]([C:25]2[CH:30]=[CH:29][CH:28]=[CH:27][C:26]=2[N:31]2[N:35]=[CH:34][CH:33]=[N:32]2)=[O:24])[CH2:17][C@H:16]([O:15][C:11]2[CH:10]=[C:9]([OH:8])[CH:14]=[CH:13][N:12]=2)[CH2:21][CH2:20]1. The catalyst class is: 19. (2) Reactant: [Br:1][C:2]1[CH:7]=[CH:6][C:5]([S:8](Cl)(=[O:10])=[O:9])=[CH:4][CH:3]=1.Cl.[CH3:13][C:14]1([OH:19])[CH2:18][CH2:17][NH:16][CH2:15]1.CCN(C(C)C)C(C)C. Product: [Br:1][C:2]1[CH:7]=[CH:6][C:5]([S:8]([N:16]2[CH2:17][CH2:18][C:14]([CH3:13])([OH:19])[CH2:15]2)(=[O:10])=[O:9])=[CH:4][CH:3]=1. The catalyst class is: 2.